From a dataset of Ames mutagenicity test results for genotoxicity prediction. Regression/Classification. Given a drug SMILES string, predict its toxicity properties. Task type varies by dataset: regression for continuous values (e.g., LD50, hERG inhibition percentage) or binary classification for toxic/non-toxic outcomes (e.g., AMES mutagenicity, cardiotoxicity, hepatotoxicity). Dataset: ames. (1) The compound is CC(=O)C1C(=O)C=C(C)OC1=O. The result is 0 (non-mutagenic). (2) The molecule is Cc1cncc(C)n1. The result is 1 (mutagenic). (3) The drug is CCN(CC)c1ccc(C(=C2C=CC(=[N+](CC)CC)C=C2)c2ccccc2)cc1. The result is 1 (mutagenic).